Dataset: Full USPTO retrosynthesis dataset with 1.9M reactions from patents (1976-2016). Task: Predict the reactants needed to synthesize the given product. (1) Given the product [CH:17]([C:3]1[CH:4]=[C:5]([S:8][C:9]2[CH:16]=[CH:15][C:12]([C:13]#[N:14])=[CH:11][CH:10]=2)[CH:6]=[CH:7][C:2]=1[OH:1])=[O:18], predict the reactants needed to synthesize it. The reactants are: [OH:1][C:2]1[CH:7]=[CH:6][C:5]([S:8][C:9]2[CH:16]=[CH:15][C:12]([C:13]#[N:14])=[CH:11][CH:10]=2)=[CH:4][CH:3]=1.[CH2:17]=[O:18].[Mg+2].[Cl-].[Cl-].C(N(CC)CC)C. (2) Given the product [CH3:5][C:4]1[CH:3]=[C:2]([CH3:1])[NH:13][C:11](=[O:12])[C:10]=1[C:8]#[N:9], predict the reactants needed to synthesize it. The reactants are: [CH3:1][C:2](=O)[CH2:3][C:4](=O)[CH3:5].[C:8]([CH2:10][C:11]([NH2:13])=[O:12])#[N:9].C([O-])([O-])=O.[K+].[K+]. (3) Given the product [Cl:1][C:2]1[N:7]=[C:6]([O:8][C:9]2[CH:15]=[CH:14][C:12]([NH:13][C:18](=[O:19])[CH3:17])=[CH:11][C:10]=2[F:16])[CH:5]=[CH:4][N:3]=1, predict the reactants needed to synthesize it. The reactants are: [Cl:1][C:2]1[N:7]=[C:6]([O:8][C:9]2[CH:15]=[CH:14][C:12]([NH2:13])=[CH:11][C:10]=2[F:16])[CH:5]=[CH:4][N:3]=1.[CH3:17][C:18](OC(C)=O)=[O:19]. (4) Given the product [Cl:1][C:2]1[CH:7]=[CH:6][C:5]([CH:8]2[C:15]3[C:14]([CH3:16])=[N:13][N:12]([CH:43]4[CH2:44][CH2:45][CH2:40]4)[C:11]=3[C:10](=[O:17])[N:9]2[CH2:18][C:19]2[CH:20]=[CH:21][C:22]([O:25][CH3:26])=[CH:23][CH:24]=2)=[CH:4][CH:3]=1, predict the reactants needed to synthesize it. The reactants are: [Cl:1][C:2]1[CH:7]=[CH:6][C:5]([CH:8]2[C:15]3[C:14]([CH3:16])=[N:13][NH:12][C:11]=3[C:10](=[O:17])[N:9]2[CH2:18][C:19]2[CH:24]=[CH:23][C:22]([O:25][CH3:26])=[CH:21][CH:20]=2)=[CH:4][CH:3]=1.[CH:44]1[CH:43]=CC(P([C:40]2[CH:45]=[CH:44][CH:43]=CC=2)[C:44]2[CH:43]=CC=[CH:40][CH:45]=2)=[CH:40][CH:45]=1.C1(O)CCC1.CCOC(/N=N/C(OCC)=O)=O.C1(C)C=CC=CC=1.